Dataset: Catalyst prediction with 721,799 reactions and 888 catalyst types from USPTO. Task: Predict which catalyst facilitates the given reaction. Reactant: [CH2:1]([O:3][C:4]([CH:6]1[CH2:8][CH:7]1[C:9]1[CH:14]=[CH:13][C:12]([O:15]C)=[CH:11][C:10]=1[F:17])=[O:5])[CH3:2].B(Br)(Br)Br.CCO. Product: [CH2:1]([O:3][C:4]([CH:6]1[CH2:8][CH:7]1[C:9]1[CH:14]=[CH:13][C:12]([OH:15])=[CH:11][C:10]=1[F:17])=[O:5])[CH3:2]. The catalyst class is: 2.